Dataset: Catalyst prediction with 721,799 reactions and 888 catalyst types from USPTO. Task: Predict which catalyst facilitates the given reaction. (1) Reactant: [NH2:1][C:2]1[C:10]2[C:5](=[CH:6][CH:7]=[C:8]([NH2:11])[CH:9]=2)[NH:4][N:3]=1.N1C=CC=CC=1.[Cl:18][C:19]1[CH:24]=[CH:23][CH:22]=[C:21]([Cl:25])[C:20]=1[S:26](Cl)(=[O:28])=[O:27]. Product: [NH2:1][C:2]1[C:10]2[C:5](=[CH:6][CH:7]=[C:8]([NH:11][S:26]([C:20]3[C:21]([Cl:25])=[CH:22][CH:23]=[CH:24][C:19]=3[Cl:18])(=[O:28])=[O:27])[CH:9]=2)[NH:4][N:3]=1. The catalyst class is: 7. (2) Reactant: [C:1]1([C:7]2[N:8]=[C:9]([NH:12][C:13](=[O:49])[C@@H:14]([NH:31]C(OCC3C4C=CC=CC=4C4C3=CC=CC=4)=O)[CH2:15][CH2:16][CH2:17][CH2:18][NH:19][S:20](=[O:30])(=[O:29])[NH:21][C:22]([O:24][C:25]([CH3:28])([CH3:27])[CH3:26])=[O:23])[S:10][CH:11]=2)[CH:6]=[CH:5][CH:4]=[CH:3][CH:2]=1.N1CCCCC1. Product: [NH2:31][C@H:14]([C:13](=[O:49])[NH:12][C:9]1[S:10][CH:11]=[C:7]([C:1]2[CH:6]=[CH:5][CH:4]=[CH:3][CH:2]=2)[N:8]=1)[CH2:15][CH2:16][CH2:17][CH2:18][NH:19][S:20]([NH:21][C:22](=[O:23])[O:24][C:25]([CH3:28])([CH3:27])[CH3:26])(=[O:29])=[O:30]. The catalyst class is: 4. (3) Reactant: [CH3:1][C:2]1[C:6]2[CH:7]=[C:8]([OH:11])[CH:9]=[CH:10][C:5]=2[O:4][N:3]=1.C([Mg]Cl)(C)C.[CH3:17][O:18][C:19]1[CH:36]=[CH:35][C:22]([CH2:23][N:24]2[C:32]3[C:27](=[CH:28][CH:29]=[CH:30][CH:31]=3)[C:26](=[O:33])[C:25]2=[O:34])=[CH:21][CH:20]=1.Cl. Product: [OH:33][C:26]1([C:9]2[C:8]([OH:11])=[CH:7][C:6]3[C:2]([CH3:1])=[N:3][O:4][C:5]=3[CH:10]=2)[C:27]2[C:32](=[CH:31][CH:30]=[CH:29][CH:28]=2)[N:24]([CH2:23][C:22]2[CH:21]=[CH:20][C:19]([O:18][CH3:17])=[CH:36][CH:35]=2)[C:25]1=[O:34]. The catalyst class is: 26. (4) Reactant: Cl.[Cl:2][C:3]1[CH:4]=[C:5]([NH:10][NH2:11])[CH:6]=[CH:7][C:8]=1[F:9].[CH3:12][C:13]1[CH:18]=[CH:17][C:16]([C:19](=O)[CH2:20][C:21](=O)[C:22]([F:25])([F:24])[F:23])=[CH:15][CH:14]=1.[K+].[Br-]. Product: [Cl:2][C:3]1[CH:4]=[C:5]([N:10]2[C:19]([C:16]3[CH:17]=[CH:18][C:13]([CH3:12])=[CH:14][CH:15]=3)=[CH:20][C:21]([C:22]([F:23])([F:24])[F:25])=[N:11]2)[CH:6]=[CH:7][C:8]=1[F:9]. The catalyst class is: 15. (5) Reactant: Br[CH2:2][CH:3]1[O:8][C:7]2[CH:9]=[C:10]([S:13]([CH3:16])(=[O:15])=[O:14])[CH:11]=[CH:12][C:6]=2[CH2:5][O:4]1.[CH2:17]([NH:19][CH2:20][CH3:21])[CH3:18]. The catalyst class is: 14. Product: [CH2:17]([N:19]([CH2:2][CH:3]1[O:8][C:7]2[CH:9]=[C:10]([S:13]([CH3:16])(=[O:15])=[O:14])[CH:11]=[CH:12][C:6]=2[CH2:5][O:4]1)[CH2:20][CH3:21])[CH3:18]. (6) Reactant: [CH:1]1[CH:6]=[CH:5][CH:4]=[CH:3][CH:2]=1.[C:7](Cl)(=[O:11])[C:8](Cl)=O.CN(C)C=O.[C:18]1([Mg]Br)[CH:23]=[CH:22]C=[CH:20][CH:19]=1. Product: [C:7]([C:8]1[CH:22]=[CH:23][CH:18]=[CH:19][CH:20]=1)(=[O:11])[C:1]1[CH:6]=[CH:5][CH:4]=[CH:3][CH:2]=1. The catalyst class is: 426. (7) Reactant: Br[C:2]1[N:9]=[CH:8][CH:7]=[CH:6][C:3]=1[CH:4]=[O:5].[CH3:10][O:11][C:12]1[CH:13]=[C:14](B(O)O)[CH:15]=[CH:16][CH:17]=1. Product: [CH3:10][O:11][C:12]1[CH:17]=[C:16]([C:2]2[N:9]=[CH:8][CH:7]=[CH:6][C:3]=2[CH:4]=[O:5])[CH:15]=[CH:14][CH:13]=1. The catalyst class is: 73. (8) Reactant: [C:1]([C:4]1[C:13]([N:14]2[CH2:18][CH2:17][C@H:16]([NH:19][S:20]([CH3:23])(=[O:22])=[O:21])[CH2:15]2)=[C:12]2[C:7]([CH:8]=[CH:9][CH:10]=[N:11]2)=[C:6]([Cl:24])[CH:5]=1)(=O)[CH3:2].C([O-])(=O)C.[NH4+].C([BH3-])#[N:31].[Na+].O1CCCC1. Product: [NH2:31][CH:1]([C:4]1[C:13]([N:14]2[CH2:18][CH2:17][C@H:16]([NH:19][S:20]([CH3:23])(=[O:22])=[O:21])[CH2:15]2)=[C:12]2[C:7]([CH:8]=[CH:9][CH:10]=[N:11]2)=[C:6]([Cl:24])[CH:5]=1)[CH3:2]. The catalyst class is: 449. (9) Reactant: O[CH:2]=[C:3]1[C:11]2[C:6](=[CH:7][C:8]([C:12]([C:14]3[CH:15]=[C:16]([NH:20][C:21]([C:23]4[N:24]([CH3:29])[N:25]=[C:26]([CH3:28])[CH:27]=4)=[O:22])[CH:17]=[CH:18][CH:19]=3)=[O:13])=[CH:9][CH:10]=2)[NH:5][C:4]1=[O:30].C1COCC1.[NH2:36][C:37]1[CH:42]=[CH:41][C:40]([N:43]2[CH2:48][CH2:47][CH:46]([OH:49])[CH2:45][CH2:44]2)=[CH:39][CH:38]=1. Product: [OH:49][CH:46]1[CH2:45][CH2:44][N:43]([C:40]2[CH:41]=[CH:42][C:37]([NH:36][CH:2]=[C:3]3[C:11]4[C:6](=[CH:7][C:8]([C:12]([C:14]5[CH:15]=[C:16]([NH:20][C:21]([C:23]6[N:24]([CH3:29])[N:25]=[C:26]([CH3:28])[CH:27]=6)=[O:22])[CH:17]=[CH:18][CH:19]=5)=[O:13])=[CH:9][CH:10]=4)[NH:5][C:4]3=[O:30])=[CH:38][CH:39]=2)[CH2:48][CH2:47]1. The catalyst class is: 25. (10) Reactant: C([O:4][C:5](=[O:28])[CH2:6][CH2:7][S:8]([C:11]1[N:12]([C:21]([O:23][C:24]([CH3:27])([CH3:26])[CH3:25])=[O:22])[C:13]2[C:18]([CH:19]=1)=[CH:17][C:16]([Cl:20])=[CH:15][CH:14]=2)(=[O:10])=[O:9])C=C.CC1(C)OC(=O)CC(=O)O1. Product: [C:24]([O:23][C:21]([N:12]1[C:13]2[C:18](=[CH:17][C:16]([Cl:20])=[CH:15][CH:14]=2)[CH:19]=[C:11]1[S:8]([CH2:7][CH2:6][C:5]([OH:28])=[O:4])(=[O:10])=[O:9])=[O:22])([CH3:27])([CH3:25])[CH3:26]. The catalyst class is: 1.